This data is from Full USPTO retrosynthesis dataset with 1.9M reactions from patents (1976-2016). The task is: Predict the reactants needed to synthesize the given product. (1) Given the product [Br:1][C:2]1[CH:7]=[CH:6][C:5]([O:8][CH2:34][CH2:35][N:36]([CH3:44])[C:37](=[O:43])[O:38][C:39]([CH3:41])([CH3:40])[CH3:42])=[C:4]([CH:9]([O:12][CH3:13])[O:10][CH3:11])[CH:3]=1, predict the reactants needed to synthesize it. The reactants are: [Br:1][C:2]1[CH:7]=[CH:6][C:5]([OH:8])=[C:4]([CH:9]([O:12][CH3:13])[O:10][CH3:11])[CH:3]=1.C1(P(C2C=CC=CC=2)C2C=CC=CC=2)C=CC=CC=1.O[CH2:34][CH2:35][N:36]([CH3:44])[C:37](=[O:43])[O:38][C:39]([CH3:42])([CH3:41])[CH3:40].N(C(OC(C)C)=O)=NC(OC(C)C)=O. (2) The reactants are: C1(P(C2C=CC=CC=2)C2C=CC=CC=2)C=CC=CC=1.O[CH2:21][C:22]1[CH:23]=[C:24]([CH3:41])[CH:25]=[C:26]2[C:31]=1[O:30][CH:29]([C:32]([F:35])([F:34])[F:33])[C:28]([C:36]([O:38][CH2:39][CH3:40])=[O:37])=[CH:27]2.[C:42]1([SH:48])[CH:47]=[CH:46][CH:45]=[CH:44][CH:43]=1.CCOC(/N=N/C(OCC)=O)=O. Given the product [CH3:41][C:24]1[CH:25]=[C:26]2[C:31](=[C:22]([CH2:21][S:48][C:42]3[CH:47]=[CH:46][CH:45]=[CH:44][CH:43]=3)[CH:23]=1)[O:30][CH:29]([C:32]([F:34])([F:35])[F:33])[C:28]([C:36]([O:38][CH2:39][CH3:40])=[O:37])=[CH:27]2, predict the reactants needed to synthesize it. (3) The reactants are: P([O:13][CH2:14][CH2:15][CH2:16][N:17]([CH2:20][CH2:21][CH2:22][O:23][C:24]1[CH:33]=[C:32]2[C:27]([C:28]([NH:34][C:35]3[CH:39]=[C:38]([CH2:40][C:41]([NH:43][C:44]4[CH:49]=[CH:48][CH:47]=[C:46]([F:50])[CH:45]=4)=[O:42])[NH:37][N:36]=3)=[N:29][CH:30]=[N:31]2)=[CH:26][CH:25]=1)CC)(OC(C)(C)C)(OC(C)(C)C)=O.NCCCO. Given the product [F:50][C:46]1[CH:45]=[C:44]([NH:43][C:41](=[O:42])[CH2:40][C:38]2[NH:37][N:36]=[C:35]([NH:34][C:28]3[C:27]4[C:32](=[CH:33][C:24]([O:23][CH2:22][CH2:21][CH2:20][NH:17][CH2:16][CH2:15][CH2:14][OH:13])=[CH:25][CH:26]=4)[N:31]=[CH:30][N:29]=3)[CH:39]=2)[CH:49]=[CH:48][CH:47]=1, predict the reactants needed to synthesize it. (4) Given the product [Cl:1][C:2]1[CH:10]=[C:9]2[C:5]([C:6]([C:20]([C:19]3[C:18]([Cl:17])=[N:26][CH:25]=[CH:24][CH:23]=3)=[O:21])=[CH:7][NH:8]2)=[CH:4][CH:3]=1, predict the reactants needed to synthesize it. The reactants are: [Cl:1][C:2]1[CH:10]=[C:9]2[C:5]([CH:6]=[CH:7][NH:8]2)=[CH:4][CH:3]=1.[Cl-].C([Al+]CC)C.[Cl:17][C:18]1[N:26]=[CH:25][CH:24]=[CH:23][C:19]=1[C:20](Cl)=[O:21]. (5) Given the product [C:1]([C:3]1[CH:4]=[CH:5][C:6]([CH2:9][CH2:10][C:11]2[N:15]([CH3:16])[C:14]3[CH:17]=[CH:18][C:19]([N:21]([CH2:22][C:23]4[C:32]5[C:27](=[CH:28][CH:29]=[CH:30][CH:31]=5)[CH:26]=[CH:25][CH:24]=4)[C:42](=[O:43])[CH2:41][Cl:40])=[CH:20][C:13]=3[N:12]=2)=[CH:7][CH:8]=1)#[N:2], predict the reactants needed to synthesize it. The reactants are: [C:1]([C:3]1[CH:8]=[CH:7][C:6]([CH2:9][CH2:10][C:11]2[N:15]([CH3:16])[C:14]3[CH:17]=[CH:18][C:19]([NH:21][CH2:22][C:23]4[C:32]5[C:27](=[CH:28][CH:29]=[CH:30][CH:31]=5)[CH:26]=[CH:25][CH:24]=4)=[CH:20][C:13]=3[N:12]=2)=[CH:5][CH:4]=1)#[N:2].CN1CCOCC1.[Cl:40][CH2:41][C:42](Cl)=[O:43]. (6) Given the product [C:7]1([N:1]2[CH:5]=[CH:4][N:3]([C:25]3[CH:26]=[CH:27][CH:28]=[CH:29][CH:34]=3)[NH:2]2)[CH:12]=[CH:11][CH:10]=[CH:9][CH:8]=1, predict the reactants needed to synthesize it. The reactants are: [NH:1]1[CH:5]=[CH:4][N:3]=[N:2]1.I[C:7]1[CH:12]=[CH:11][C:10](OC(F)(F)F)=[CH:9][CH:8]=1.C([O-])([O-])=O.[Cs+].[Cs+].O[C:25]1[CH:26]=[CH:27][CH:28]=[C:29]2[C:34]=1N=CC=C2.